From a dataset of Reaction yield outcomes from USPTO patents with 853,638 reactions. Predict the reaction yield, written as a fraction of the theoretical maximum amount of product (1.0 means a 100% yield; for example, 0.34 means a 34% yield). (1) The reactants are [NH2:1][C:2]1[N:6]([C:7]2[CH:8]=[C:9]3[C:13](=[CH:14][CH:15]=2)[N:12]([C:16]([O:18][C:19]([CH3:22])([CH3:21])[CH3:20])=[O:17])[N:11]=[CH:10]3)[N:5]=[C:4]([C:23]([CH3:26])([CH3:25])[CH3:24])[CH:3]=1.[Cl:27][C:28]1[C:33]([Cl:34])=[CH:32][CH:31]=[CH:30][C:29]=1[N:35]=[C:36]=[O:37]. No catalyst specified. The product is [C:23]([C:4]1[CH:3]=[C:2]([NH:1][C:36]([NH:35][C:29]2[CH:30]=[CH:31][CH:32]=[C:33]([Cl:34])[C:28]=2[Cl:27])=[O:37])[N:6]([C:7]2[CH:8]=[C:9]3[C:13](=[CH:14][CH:15]=2)[N:12]([C:16]([O:18][C:19]([CH3:20])([CH3:22])[CH3:21])=[O:17])[N:11]=[CH:10]3)[N:5]=1)([CH3:26])([CH3:25])[CH3:24]. The yield is 0.500. (2) The reactants are Br[C:2]1[CH:10]=[C:9]2[C:5]([CH2:6][N:7]([C:12]3[CH:13]=[C:14]4[C:18](=[CH:19][CH:20]=3)[N:17]([CH3:21])[CH:16]=[CH:15]4)[C:8]2=[O:11])=[CH:4][CH:3]=1.[CH:22](/B(O)O)=[CH:23]/[CH3:24].[C:28](=O)([O-])[O-].[Cs+].[Cs+].COCCOC.O. The catalyst is C(OCC)(=O)C.C1C=CC([P]([Pd]([P](C2C=CC=CC=2)(C2C=CC=CC=2)C2C=CC=CC=2)([P](C2C=CC=CC=2)(C2C=CC=CC=2)C2C=CC=CC=2)[P](C2C=CC=CC=2)(C2C=CC=CC=2)C2C=CC=CC=2)(C2C=CC=CC=2)C2C=CC=CC=2)=CC=1. The product is [CH3:24]/[C:23](/[C:2]1[CH:10]=[C:9]2[C:5]([CH2:6][N:7]([C:12]3[CH:13]=[C:14]4[C:18](=[CH:19][CH:20]=3)[N:17]([CH3:21])[CH:16]=[CH:15]4)[C:8]2=[O:11])=[CH:4][CH:3]=1)=[CH:22]/[CH3:28]. The yield is 0.780. (3) The reactants are CN(C)C=O.Br[C:7]1[C:8]([F:18])=[C:9]([CH:12]=[C:13]([CH2:15][CH2:16][CH3:17])[CH:14]=1)[C:10]#[N:11].C(N(C(C)C)CC)(C)C.[CH:28]([C:30]1[CH:35]=[CH:34][N:33]=[CH:32][CH:31]=1)=[CH2:29]. The catalyst is C(OCC)(=O)C.C1C=CC([P]([Pd]([P](C2C=CC=CC=2)(C2C=CC=CC=2)C2C=CC=CC=2)([P](C2C=CC=CC=2)(C2C=CC=CC=2)C2C=CC=CC=2)[P](C2C=CC=CC=2)(C2C=CC=CC=2)C2C=CC=CC=2)(C2C=CC=CC=2)C2C=CC=CC=2)=CC=1. The product is [F:18][C:8]1[C:7](/[CH:29]=[CH:28]/[C:30]2[CH:35]=[CH:34][N:33]=[CH:32][CH:31]=2)=[CH:14][C:13]([CH2:15][CH2:16][CH3:17])=[CH:12][C:9]=1[C:10]#[N:11]. The yield is 0.740. (4) The reactants are [CH3:1][N:2]([CH2:46][CH2:47][N:48]1[CH2:53][CH2:52][NH:51][CH2:50][CH2:49]1)[C:3](=[O:45])[C:4]1[CH:44]=[CH:43][CH:42]=[C:6]([C:7]([NH:9][C:10]2[CH:15]=[CH:14][C:13]([N:16]3[CH2:21][CH2:20][CH2:19][CH2:18][CH2:17]3)=[CH:12][C:11]=2[C:22]2[CH:27]=[C:26]([C:28](=[O:41])[NH:29][CH2:30][C:31]3[CH:36]=[CH:35][CH:34]=[C:33]([C:37]([F:40])([F:39])[F:38])[CH:32]=3)[CH:25]=[CH:24][N:23]=2)=[O:8])[CH:5]=1.[BH3-][C:55]#N.[Na+]. The catalyst is C=O.C(O)(=O)C.C(=O)(O)[O-].[Na+]. The product is [CH3:1][N:2]([CH2:46][CH2:47][N:48]1[CH2:53][CH2:52][N:51]([CH3:55])[CH2:50][CH2:49]1)[C:3](=[O:45])[C:4]1[CH:44]=[CH:43][CH:42]=[C:6]([C:7]([NH:9][C:10]2[CH:15]=[CH:14][C:13]([N:16]3[CH2:21][CH2:20][CH2:19][CH2:18][CH2:17]3)=[CH:12][C:11]=2[C:22]2[CH:27]=[C:26]([C:28](=[O:41])[NH:29][CH2:30][C:31]3[CH:36]=[CH:35][CH:34]=[C:33]([C:37]([F:39])([F:40])[F:38])[CH:32]=3)[CH:25]=[CH:24][N:23]=2)=[O:8])[CH:5]=1. The yield is 0.0900. (5) The reactants are [C:1]([O:5][C:6]([NH:8][C:9]1[CH:18]=[C:17]2[C:12]([CH:13]=[CH:14][C:15]([C:19]([O:21][CH3:22])=[O:20])=[CH:16]2)=[CH:11][CH:10]=1)=[O:7])([CH3:4])([CH3:3])[CH3:2].C1C(=O)N([Br:30])C(=O)C1.C([O-])([O-])=O.[K+].[K+]. The catalyst is CC#N. The product is [Br:30][C:18]1[C:9]([NH:8][C:6]([O:5][C:1]([CH3:4])([CH3:3])[CH3:2])=[O:7])=[CH:10][CH:11]=[C:12]2[C:17]=1[CH:16]=[C:15]([C:19]([O:21][CH3:22])=[O:20])[CH:14]=[CH:13]2. The yield is 0.900. (6) The reactants are C(O[C:4](=[O:21])[CH2:5][C:6]([CH:8]1[CH2:13][CH2:12][N:11]([C:14]([O:16][C:17]([CH3:20])([CH3:19])[CH3:18])=[O:15])[CH2:10][CH2:9]1)=O)C.[C:22]1([C:28]2[CH:33]=[CH:32][N:31]=[C:30]3[NH:34][N:35]=[C:36]([NH2:37])[C:29]=23)[CH:27]=[CH:26][CH:25]=[CH:24][CH:23]=1.P([O-])([O-])([O-])=O.[K+].[K+].[K+]. The catalyst is COCC(O)C.O.Cl. The product is [O:21]=[C:4]1[CH:5]=[C:6]([CH:8]2[CH2:9][CH2:10][N:11]([C:14]([O:16][C:17]([CH3:18])([CH3:19])[CH3:20])=[O:15])[CH2:12][CH2:13]2)[N:35]2[N:34]=[C:30]3[N:31]=[CH:32][CH:33]=[C:28]([C:22]4[CH:27]=[CH:26][CH:25]=[CH:24][CH:23]=4)[C:29]3=[C:36]2[NH:37]1. The yield is 0.0600. (7) The reactants are Cl.[C:2]([C:6]1[O:10][N:9]=[C:8]([NH:11][C:12](=[O:35])[NH:13][C:14]2[CH:19]=[CH:18][C:17]([NH:20][C:21](=[O:34])[C:22]3[CH:27]=[CH:26][C:25]([O:28][CH:29]4[CH2:33][CH2:32][NH:31][CH2:30]4)=[CH:24][N:23]=3)=[CH:16][CH:15]=2)[CH:7]=1)([CH3:5])([CH3:4])[CH3:3].[CH3:36][S:37]([CH:40]=[CH2:41])(=[O:39])=[O:38]. The catalyst is C1COCC1. The product is [C:2]([C:6]1[O:10][N:9]=[C:8]([NH:11][C:12](=[O:35])[NH:13][C:14]2[CH:19]=[CH:18][C:17]([NH:20][C:21](=[O:34])[C:22]3[CH:27]=[CH:26][C:25]([O:28][CH:29]4[CH2:33][CH2:32][N:31]([CH2:41][CH2:40][S:37]([CH3:36])(=[O:39])=[O:38])[CH2:30]4)=[CH:24][N:23]=3)=[CH:16][CH:15]=2)[CH:7]=1)([CH3:5])([CH3:3])[CH3:4]. The yield is 0.790.